This data is from Full USPTO retrosynthesis dataset with 1.9M reactions from patents (1976-2016). The task is: Predict the reactants needed to synthesize the given product. (1) Given the product [N+:21]([C:4]1[CH:3]=[CH:2][C:1]([CH2:7][CH2:8][CH2:9][N:10]2[CH:14]=[N:13][CH:12]=[N:11]2)=[CH:6][CH:5]=1)([O-:23])=[O:22], predict the reactants needed to synthesize it. The reactants are: [C:1]1([CH2:7][CH2:8][CH2:9][N:10]2[CH:14]=[N:13][CH:12]=[N:11]2)[CH:6]=[CH:5][CH:4]=[CH:3][CH:2]=1.C(=O)([O-])[O-].[K+].[K+].[N+:21]([O-])([OH:23])=[O:22]. (2) Given the product [Cl:3][C:14]1[C:15]2[C@H:7]([CH3:6])[CH2:8][CH2:9][C:10]=2[N:11]=[CH:12][N:13]=1, predict the reactants needed to synthesize it. The reactants are: O=P(Cl)(Cl)[Cl:3].[CH3:6][C@H:7]1[C:15]2[C:14](O)=[N:13][CH:12]=[N:11][C:10]=2[CH2:9][CH2:8]1.